From a dataset of hERG potassium channel inhibition data for cardiac toxicity prediction from Karim et al.. Regression/Classification. Given a drug SMILES string, predict its toxicity properties. Task type varies by dataset: regression for continuous values (e.g., LD50, hERG inhibition percentage) or binary classification for toxic/non-toxic outcomes (e.g., AMES mutagenicity, cardiotoxicity, hepatotoxicity). Dataset: herg_karim. (1) The result is 1 (blocker). The compound is Cc1ncoc1-c1nnc(SCCCN2CC3CCN(c4cc(Cl)cc(Cl)c4)C3C2)n1C. (2) The drug is CC/N=C(\c1ccc(OC)c(OC)c1)N1CCCc2cc(C3=NNC(=O)SC3C)ccc21. The result is 1 (blocker). (3) The result is 1 (blocker). The compound is CC(c1ccccn1)c1c(CCN2CCC2)sc2ccccc12.